From a dataset of Reaction yield outcomes from USPTO patents with 853,638 reactions. Predict the reaction yield, written as a fraction of the theoretical maximum amount of product (1.0 means a 100% yield; for example, 0.34 means a 34% yield). (1) The reactants are Br[C:2]1[N:3]=[C:4]2[C:9](=[N:10][CH:11]=1)[NH:8]C(=O)N(C1C=CC=C(Cl)C=1)[C:5]2=[O:20].[CH3:21][O-:22].[Na+].[OH-:24].[Na+]. The catalyst is CO. The product is [NH2:8][C:9]1[C:4]([C:5]([OH:20])=[O:24])=[N:3][C:2]([O:22][CH3:21])=[CH:11][N:10]=1. The yield is 0.820. (2) The product is [Cl:1][C:2]1[CH:3]=[C:4]([CH2:5][OH:6])[CH:10]=[CH:11][C:12]=1[C:13]1[N:17]=[C:16]([C:18]2[N:19]=[C:20]3[C:25]([Cl:26])=[CH:24][C:23]([C:27]([F:28])([F:30])[F:29])=[CH:22][N:21]3[CH:31]=2)[O:15][N:14]=1. The yield is 0.700. The reactants are [Cl:1][C:2]1[CH:3]=[C:4]([CH:10]=[CH:11][C:12]=1[C:13]1[N:17]=[C:16]([C:18]2[N:19]=[C:20]3[C:25]([Cl:26])=[CH:24][C:23]([C:27]([F:30])([F:29])[F:28])=[CH:22][N:21]3[CH:31]=2)[O:15][N:14]=1)[C:5](OCC)=[O:6].CC(C[AlH]CC(C)C)C. The catalyst is C(Cl)Cl.